From a dataset of Human Reference Interactome with 51,813 positive PPI pairs across 8,248 proteins, plus equal number of experimentally-validated negative pairs. Binary Classification. Given two protein amino acid sequences, predict whether they physically interact or not. Protein 1 (ENSG00000155926) has sequence MGNSMKSTPAPAERPLPNPEGLDSDFLAVLSDYPSPDISPPIFRRGEKLRVISDEGGWWKAISLSTGRESYIPGICVARVYHGWLFEGLGRDKAEELLQLPDTKVGSFMIRESETKKGFYSLSVRHRQVKHYRIFRLPNNWYYISPRLTFQCLEDLVNHYSEVADGLCCVLTTPCLTQSTAAPAVRASSSPVTLRQKTVDWRRVSRLQEDPEGTENPLGVDESLFSYGLRESIASYLSLTSEDNTSFDRKKKSISLMYGGSKRKSSFFSSPPYFED*MLHRLWASPAAPGKKKEMGNSMK.... Protein 2 (ENSG00000156097) has sequence MESSPIPQSSGNSSTLGRVPQTPGPSTASGVPEVGLRDVASESVALFFMLLLDLTAVAGNAAVMAVIAKTPALRKFVFVFHLCLVDLLAALTLMPLAMLSSSALFDHALFGEVACRLYLFLSVCFVSLAILSVSAINVERYYYVVHPMRYEVRMTLGLVASVLVGVWVKALAMASVPVLGRVSWEEGAPSVPPGCSLQWSHSAYCQLFVVVFAVLYFLLPLLLILVVYCSMFRVARVAAMQHGPLPTWMETPRQRSESLSSRSTMVTSSGAPQTTPHRTFGGGKAAVVLLAVGGQFLLCW.... Result: 0 (the proteins do not interact).